Dataset: Reaction yield outcomes from USPTO patents with 853,638 reactions. Task: Predict the reaction yield, written as a fraction of the theoretical maximum amount of product (1.0 means a 100% yield; for example, 0.34 means a 34% yield). (1) The reactants are [OH:1][CH2:2][C:3]1[N:8]=[C:7]([C:9]([O:11][CH2:12][O:13][C:14](=[O:25])[C:15]2[CH:20]=[CH:19][CH:18]=[CH:17][C:16]=2[O:21][C:22](=[O:24])[CH3:23])=[O:10])[CH:6]=[CH:5][CH:4]=1.[N+:26]([O-])([OH:28])=[O:27].O. The catalyst is O(C(C)=O)C(C)=O. The product is [N+:26]([O:1][CH2:2][C:3]1[N:8]=[C:7]([C:9]([O:11][CH2:12][O:13][C:14](=[O:25])[C:15]2[CH:20]=[CH:19][CH:18]=[CH:17][C:16]=2[O:21][C:22](=[O:24])[CH3:23])=[O:10])[CH:6]=[CH:5][CH:4]=1)([O-:28])=[O:27]. The yield is 0.500. (2) The reactants are [Br:1][C:2]1[S:10][C:9]2[C:8]([C:11]#[N:12])=[CH:7][N:6]=[C:5](Cl)[C:4]=2[CH:3]=1.[NH3:14]. The catalyst is O1CCOCC1. The product is [NH2:14][C:5]1[C:4]2[CH:3]=[C:2]([Br:1])[S:10][C:9]=2[C:8]([C:11]#[N:12])=[CH:7][N:6]=1. The yield is 0.930. (3) The reactants are Cl.Cl.[CH2:3]([O:5][C:6](=[O:12])[CH2:7][NH:8][CH2:9][CH2:10][NH2:11])[CH3:4].[Cl:13][C:14]1[CH:15]=[CH:16][C:17]2[S:21][C:20]([S:22](Cl)(=[O:24])=[O:23])=[N:19][C:18]=2[CH:26]=1. No catalyst specified. The product is [CH2:3]([O:5][C:6](=[O:12])[CH2:7][NH:8][CH2:9][CH2:10][NH:11][S:22]([C:20]1[S:21][C:17]2[CH:16]=[CH:15][C:14]([Cl:13])=[CH:26][C:18]=2[N:19]=1)(=[O:24])=[O:23])[CH3:4]. The yield is 0.870.